The task is: Regression. Given a peptide amino acid sequence and an MHC pseudo amino acid sequence, predict their binding affinity value. This is MHC class I binding data.. This data is from Peptide-MHC class I binding affinity with 185,985 pairs from IEDB/IMGT. (1) The MHC is HLA-A02:19 with pseudo-sequence HLA-A02:19. The peptide sequence is DIKLIDIAL. The binding affinity (normalized) is 0.0847. (2) The peptide sequence is VFHLYLQYI. The MHC is HLA-A30:02 with pseudo-sequence HLA-A30:02. The binding affinity (normalized) is 0. (3) The peptide sequence is SENEVKLTIM. The MHC is HLA-B44:03 with pseudo-sequence HLA-B44:03. The binding affinity (normalized) is 0.452. (4) The peptide sequence is RIRKDFGKR. The MHC is HLA-A11:01 with pseudo-sequence HLA-A11:01. The binding affinity (normalized) is 0.182. (5) The peptide sequence is MHYGYNRAN. The MHC is HLA-A80:01 with pseudo-sequence HLA-A80:01. The binding affinity (normalized) is 0.0847. (6) The peptide sequence is AVYSTFLHR. The MHC is HLA-A26:02 with pseudo-sequence HLA-A26:02. The binding affinity (normalized) is 0.0847. (7) The binding affinity (normalized) is 0.898. The peptide sequence is EIKDRILSY. The MHC is HLA-A26:01 with pseudo-sequence HLA-A26:01. (8) The peptide sequence is EIEPKLDGYY. The MHC is HLA-A01:01 with pseudo-sequence HLA-A01:01. The binding affinity (normalized) is 0.629. (9) The peptide sequence is MAIHRSLTK. The MHC is HLA-A02:01 with pseudo-sequence HLA-A02:01. The binding affinity (normalized) is 0.213.